This data is from Catalyst prediction with 721,799 reactions and 888 catalyst types from USPTO. The task is: Predict which catalyst facilitates the given reaction. (1) Reactant: [Cl:1][C:2]1[CH:7]=[N:6][NH:5][C:4](=[O:8])[CH:3]=1.[CH3:9][Si](C=[N+]=[N-])(C)C. Product: [Cl:1][C:2]1[CH:7]=[N:6][N:5]([CH3:9])[C:4](=[O:8])[CH:3]=1. The catalyst class is: 61. (2) Reactant: C(=O)([O:7][CH2:8][C:9]([C:12]1[CH:16]=[C:15]([N:17]2[CH2:21][C@@:20]3([CH2:26][CH2:25][CH2:24][C@@:23]([CH2:28][N:29]4[C:33]5[CH:34]=[C:35]([C:38]#[N:39])[CH:36]=[CH:37][C:32]=5[N:31]=[CH:30]4)([CH3:27])[CH2:22]3)[O:19][C:18]2=[O:40])[O:14][N:13]=1)([CH3:11])[CH3:10])OC(C)(C)C.C([O-])([O-])=O.[K+].[K+].O.CO. Product: [OH:7][CH2:8][C:9]([C:12]1[CH:16]=[C:15]([N:17]2[CH2:21][C@@:20]3([CH2:26][CH2:25][CH2:24][C@@:23]([CH2:28][N:29]4[C:33]5[CH:34]=[C:35]([C:38]#[N:39])[CH:36]=[CH:37][C:32]=5[N:31]=[CH:30]4)([CH3:27])[CH2:22]3)[O:19][C:18]2=[O:40])[O:14][N:13]=1)([CH3:11])[CH3:10]. The catalyst class is: 144. (3) Reactant: [BH4-].[Na+].[Cl:3][C:4]1[CH:16]=[CH:15][C:7]([C:8]([CH:10]2[CH2:12][CH:11]2[C:13]#[N:14])=[O:9])=[C:6]([F:17])[CH:5]=1.[Cl-].[NH4+].C(OCC)C. Product: [Cl:3][C:4]1[CH:16]=[CH:15][C:7]([CH:8]([OH:9])[CH:10]2[CH2:12][CH:11]2[C:13]#[N:14])=[C:6]([F:17])[CH:5]=1. The catalyst class is: 162. (4) Reactant: Cl.[F:2][C:3]1([F:8])[CH2:7][CH2:6][NH:5][CH2:4]1.[Cl:9][C:10]1[CH:15]=[C:14]([Cl:16])[CH:13]=[CH:12][C:11]=1[N:17]1[C:25]2[CH2:24][CH2:23][N:22]([N:26]3[CH2:31][CH2:30][CH2:29][CH2:28][CH2:27]3)[C:21](=[O:32])[C:20]=2[C:19]([CH3:33])=[C:18]1[C:34]1[CH:41]=[CH:40][C:37]([CH:38]=O)=[CH:36][CH:35]=1.C(O[BH-](OC(=O)C)OC(=O)C)(=O)C.[Na+].O. Product: [Cl:9][C:10]1[CH:15]=[C:14]([Cl:16])[CH:13]=[CH:12][C:11]=1[N:17]1[C:25]2[CH2:24][CH2:23][N:22]([N:26]3[CH2:27][CH2:28][CH2:29][CH2:30][CH2:31]3)[C:21](=[O:32])[C:20]=2[C:19]([CH3:33])=[C:18]1[C:34]1[CH:35]=[CH:36][C:37]([CH2:38][N:5]2[CH2:6][CH2:7][C:3]([F:8])([F:2])[CH2:4]2)=[CH:40][CH:41]=1. The catalyst class is: 68.